Dataset: Full USPTO retrosynthesis dataset with 1.9M reactions from patents (1976-2016). Task: Predict the reactants needed to synthesize the given product. (1) Given the product [CH2:1]([C:4]1[CH:5]=[CH:6][C:7]([C:10]([O:23][C:20]2[CH:21]=[CH:22][C:17]([O:16][CH3:15])=[C:18]([C:28]([F:29])([F:30])[F:31])[C:19]=2[C:24]([F:25])([F:26])[F:27])=[S:12])=[CH:8][CH:9]=1)[CH2:2][CH3:3], predict the reactants needed to synthesize it. The reactants are: [CH2:1]([C:4]1[CH:9]=[CH:8][C:7]([C:10]([SH:12])=S)=[CH:6][CH:5]=1)[CH2:2][CH3:3].[H-].[Na+].[CH3:15][O:16][C:17]1[CH:22]=[CH:21][C:20]([OH:23])=[C:19]([C:24]([F:27])([F:26])[F:25])[C:18]=1[C:28]([F:31])([F:30])[F:29].II. (2) Given the product [C:4]([O-:11])(=[O:10])/[CH:5]=[CH:6]/[C:7]([O-:9])=[O:8].[Fe+3:1].[C:4]([O-:11])(=[O:10])/[CH:5]=[CH:6]/[C:7]([O-:9])=[O:8].[C:4]([O-:11])(=[O:10])/[CH:5]=[CH:6]/[C:7]([O-:9])=[O:8].[Fe+3:1], predict the reactants needed to synthesize it. The reactants are: [Fe:1](Cl)Cl.[C:4]([OH:11])(=[O:10])/[CH:5]=[CH:6]/[C:7]([OH:9])=[O:8]. (3) Given the product [Cl:14][C:4]1[C:5]2[C:10](=[CH:9][CH:8]=[CH:7][CH:6]=2)[N:1]=[CH:2][CH:3]=1, predict the reactants needed to synthesize it. The reactants are: [N:1]1[C:10]2[C:5](=[CH:6][CH:7]=[CH:8][CH:9]=2)[C:4](O)=[CH:3][CH:2]=1.O=P(Cl)(Cl)[Cl:14]. (4) Given the product [CH3:24][S:21]([O:14][CH2:13][CH2:12][C:3]1[CH:4]=[C:5]([O:10][CH3:11])[C:6]([C:8]#[N:9])=[CH:7][C:2]=1[Cl:1])(=[O:23])=[O:22], predict the reactants needed to synthesize it. The reactants are: [Cl:1][C:2]1[CH:7]=[C:6]([C:8]#[N:9])[C:5]([O:10][CH3:11])=[CH:4][C:3]=1[CH2:12][CH2:13][OH:14].N1C=CC=CC=1.[S:21](Cl)([CH3:24])(=[O:23])=[O:22]. (5) Given the product [CH2:1]([C:3]1[N:17]=[C:8]([C:10]2[CH:15]=[CH:14][CH:13]=[C:12]([CH3:16])[N:11]=2)[C:6]([OH:7])=[CH:5][CH:4]=1)[CH3:2], predict the reactants needed to synthesize it. The reactants are: [CH2:1]([C:3]1[O:7][C:6]([C:8]([C:10]2[CH:15]=[CH:14][CH:13]=[C:12]([CH3:16])[N:11]=2)=O)=[CH:5][CH:4]=1)[CH3:2].[NH4+:17].[OH-]. (6) Given the product [C:42]([O:41][C:39]([N:46]1[CH2:52][CH2:51][CH2:50][C@H:47]1[CH:48]=[C:12]([C:10]([O:9][CH2:2][C:3]1[CH:4]=[CH:5][CH:6]=[CH:7][CH:8]=1)=[O:11])[CH3:13])=[O:40])([CH3:45])([CH3:43])[CH3:44], predict the reactants needed to synthesize it. The reactants are: [Br-].[CH2:2]([O:9][C:10]([CH:12]([P+](C1C=CC=CC=1)(C1C=CC=CC=1)C1C=CC=CC=1)[CH3:13])=[O:11])[C:3]1[CH:8]=[CH:7][CH:6]=[CH:5][CH:4]=1.CC(C)([O-])C.[K+].[C:39]([N:46]1[CH2:52][CH2:51][CH2:50][C@H:47]1[CH:48]=O)([O:41][C:42]([CH3:45])([CH3:44])[CH3:43])=[O:40].C1(P(=O)(C2C=CC=CC=2)C2C=CC=CC=2)C=CC=CC=1. (7) Given the product [CH3:3][CH:4]([CH3:17])[CH2:5][C:6]([C:8]1[C:9]([C:13]([O:15][CH3:16])=[O:14])=[CH:10][N:11]([CH2:28][C:18]2[C:27]3[C:22](=[CH:23][CH:24]=[CH:25][CH:26]=3)[CH:21]=[CH:20][CH:19]=2)[CH:12]=1)=[O:7], predict the reactants needed to synthesize it. The reactants are: [H-].[Na+].[CH3:3][CH:4]([CH3:17])[CH2:5][C:6]([C:8]1[C:9]([C:13]([O:15][CH3:16])=[O:14])=[CH:10][NH:11][CH:12]=1)=[O:7].[C:18]1([CH2:28]Cl)[C:27]2[C:22](=[CH:23][CH:24]=[CH:25][CH:26]=2)[CH:21]=[CH:20][CH:19]=1.Cl. (8) Given the product [OH:11][CH2:12][CH:13]([CH2:15][OH:16])[OH:14].[C:1]([O-:10])(=[O:9])[CH2:2][CH2:3][CH2:4][CH2:5][C:6]([O-:8])=[O:7], predict the reactants needed to synthesize it. The reactants are: [C:1]([OH:10])(=[O:9])[CH2:2][CH2:3][CH2:4][CH2:5][C:6]([OH:8])=[O:7].[OH:11][CH2:12][CH:13]([CH2:15][OH:16])[OH:14].